This data is from Forward reaction prediction with 1.9M reactions from USPTO patents (1976-2016). The task is: Predict the product of the given reaction. Given the reactants [Cl:1][C:2]1[N:7]=[C:6](Cl)[C:5]2=[CH:9][N:10]=[C:11]([CH:12]3[CH2:17][CH2:16][O:15][CH2:14][CH2:13]3)[N:4]2[N:3]=1.[OH-:18].[K+].Cl, predict the reaction product. The product is: [Cl:1][C:2]1[NH:3][N:4]2[C:11]([CH:12]3[CH2:17][CH2:16][O:15][CH2:14][CH2:13]3)=[N:10][CH:9]=[C:5]2[C:6](=[O:18])[N:7]=1.